From a dataset of Forward reaction prediction with 1.9M reactions from USPTO patents (1976-2016). Predict the product of the given reaction. (1) Given the reactants [Si:1]([O:8][CH2:9][C:10]12[CH2:15][C:14]1([NH:16][C:17](=[O:23])[O:18][C:19]([CH3:22])([CH3:21])[CH3:20])[CH2:13][NH:12][CH2:11]2)([C:4]([CH3:7])([CH3:6])[CH3:5])([CH3:3])[CH3:2].[Cl:24][C:25]1[N:30]=[C:29](Cl)[C:28]([F:32])=[CH:27][N:26]=1, predict the reaction product. The product is: [Si:1]([O:8][CH2:9][C:10]12[CH2:15][C:14]1([NH:16][C:17](=[O:23])[O:18][C:19]([CH3:22])([CH3:21])[CH3:20])[CH2:13][N:12]([C:27]1[C:28]([F:32])=[CH:29][N:30]=[C:25]([Cl:24])[N:26]=1)[CH2:11]2)([C:4]([CH3:7])([CH3:6])[CH3:5])([CH3:3])[CH3:2]. (2) Given the reactants [N+:1]([O-:4])(O)=[O:2].[F:5][C:6]1[CH:14]=[CH:13][CH:12]=[C:11]([CH3:15])[C:7]=1[C:8]([OH:10])=[O:9], predict the reaction product. The product is: [F:5][C:6]1[C:7]([C:8]([OH:10])=[O:9])=[C:11]([CH3:15])[C:12]([N+:1]([O-:4])=[O:2])=[CH:13][CH:14]=1. (3) Given the reactants [NH2:1][C:2]([NH2:4])=[S:3].[C:5]([O:13][CH2:14][C@H:15]([O:20][C:21](=[O:28])[C:22]1[CH:27]=[CH:26][CH:25]=[CH:24][CH:23]=1)[C:16](=O)[CH2:17]Br)(=[O:12])[C:6]1[CH:11]=[CH:10][CH:9]=[CH:8][CH:7]=1, predict the reaction product. The product is: [C:21]([O:20][C@H:15]([C:16]1[N:1]=[C:2]([NH2:4])[S:3][CH:17]=1)[CH2:14][O:13][C:5](=[O:12])[C:6]1[CH:11]=[CH:10][CH:9]=[CH:8][CH:7]=1)(=[O:28])[C:22]1[CH:23]=[CH:24][CH:25]=[CH:26][CH:27]=1. (4) Given the reactants [CH2:1]([O:3][C:4](=[O:30])[C:5]([O:22][C:23]1[CH:28]=[CH:27][C:26]([Cl:29])=[CH:25][CH:24]=1)([CH3:21])[CH2:6][C:7]1[CH:12]=[CH:11][C:10]([O:13]CC2C=CC=CC=2)=[CH:9][CH:8]=1)[CH3:2], predict the reaction product. The product is: [CH2:1]([O:3][C:4](=[O:30])[C:5]([O:22][C:23]1[CH:28]=[CH:27][C:26]([Cl:29])=[CH:25][CH:24]=1)([CH3:21])[CH2:6][C:7]1[CH:12]=[CH:11][C:10]([OH:13])=[CH:9][CH:8]=1)[CH3:2]. (5) Given the reactants [Cl:1][C:2]1[C:11]2[C:6](=[CH:7][CH:8]=[CH:9][CH:10]=2)[C:5]([NH:12][NH2:13])=[N:4][N:3]=1.[CH3:14][C:15]1[O:19][N:18]=[C:17]([C:20](O)=O)[CH:16]=1, predict the reaction product. The product is: [Cl:1][C:2]1[C:11]2[C:6](=[CH:7][CH:8]=[CH:9][CH:10]=2)[C:5]2=[N:12][N:13]=[C:20]([C:17]3[CH:16]=[C:15]([CH3:14])[O:19][N:18]=3)[N:4]2[N:3]=1.